Dataset: Reaction yield outcomes from USPTO patents with 853,638 reactions. Task: Predict the reaction yield, written as a fraction of the theoretical maximum amount of product (1.0 means a 100% yield; for example, 0.34 means a 34% yield). (1) The reactants are [CH2:1]([C@H:8]1[CH2:12][O:11][C:10](=[O:13])[NH:9]1)[C:2]1[CH:7]=[CH:6][CH:5]=[CH:4][CH:3]=1.[Li]CCCC.[F:19][C:20]1[CH:25]=[CH:24][C:23]([CH2:26][C:27](Cl)=[O:28])=[CH:22][CH:21]=1. The catalyst is C1COCC1. The product is [CH2:1]([C@H:8]1[CH2:12][O:11][C:10](=[O:13])[N:9]1[C:27](=[O:28])[CH2:26][C:23]1[CH:24]=[CH:25][C:20]([F:19])=[CH:21][CH:22]=1)[C:2]1[CH:3]=[CH:4][CH:5]=[CH:6][CH:7]=1. The yield is 0.810. (2) The reactants are [Cl:1][C:2]1[CH:11]=[CH:10][C:5]([C:6]([O:8]C)=[O:7])=[CH:4][C:3]=1[C:12]1[O:16][N:15]=[C:14]([CH2:17][N:18]2[C:26]3[C:21](=[C:22]([C:29]([F:32])([F:31])[F:30])[C:23]([C:27]#[N:28])=[CH:24][CH:25]=3)[CH:20]=[C:19]2[CH2:33][CH2:34][CH3:35])[N:13]=1.O[Li].O.O.Cl. The catalyst is O1CCOCC1. The product is [Cl:1][C:2]1[CH:11]=[CH:10][C:5]([C:6]([OH:8])=[O:7])=[CH:4][C:3]=1[C:12]1[O:16][N:15]=[C:14]([CH2:17][N:18]2[C:26]3[C:21](=[C:22]([C:29]([F:31])([F:30])[F:32])[C:23]([C:27]#[N:28])=[CH:24][CH:25]=3)[CH:20]=[C:19]2[CH2:33][CH2:34][CH3:35])[N:13]=1. The yield is 0.710. (3) The reactants are [CH2:1]([NH2:8])[C:2]1[CH:7]=[CH:6][CH:5]=[CH:4][CH:3]=1.[OH:9][C@H:10]([CH2:25][CH2:26][CH3:27])[C@H:11]([CH3:24])[C:12](N1C2C=CC=CC=2OC1=O)=[O:13]. The yield is 0.950. The product is [CH2:1]([NH:8][C:12](=[O:13])[C@@H:11]([CH3:24])[C@H:10]([OH:9])[CH2:25][CH2:26][CH3:27])[C:2]1[CH:7]=[CH:6][CH:5]=[CH:4][CH:3]=1. The catalyst is O1CCCC1. (4) The reactants are Cl[C:2]1[N:7]=[C:6]([C:8]([OH:10])=[O:9])[CH:5]=[CH:4][C:3]=1[CH:11]1[CH2:13][CH2:12]1.[F:14][C:15]([F:22])([F:21])[C@H:16]([OH:20])[CH2:17][CH2:18][OH:19].CC(C)([O-])C.[K+].Cl. The catalyst is CN(C=O)C. The product is [CH:11]1([C:3]2[CH:4]=[CH:5][C:6]([C:8]([OH:10])=[O:9])=[N:7][C:2]=2[O:20][C@@H:16]([C:15]([F:22])([F:21])[F:14])[CH2:17][CH2:18][OH:19])[CH2:13][CH2:12]1. The yield is 0.0520.